From a dataset of Choline transporter screen with 302,306 compounds. Binary Classification. Given a drug SMILES string, predict its activity (active/inactive) in a high-throughput screening assay against a specified biological target. (1) The compound is S(=O)(=O)(N1CCOCC1)c1cc(c(OCC(=O)Nc2c(F)cccc2)cc1)C. The result is 0 (inactive). (2) The molecule is Clc1c(sc2c1cccc2)C(=O)N1C(CC(OCC)=O)C(=O)NCC1. The result is 0 (inactive). (3) The molecule is Clc1c(N2CCN(C(=O)C3CCN(S(=O)(=O)c4cccnc4)CC3)CC2)cccc1. The result is 0 (inactive).